Dataset: Full USPTO retrosynthesis dataset with 1.9M reactions from patents (1976-2016). Task: Predict the reactants needed to synthesize the given product. The reactants are: [NH:1]1[CH2:6][CH2:5][O:4][CH:3]([CH2:7][NH:8][C:9]2[CH:14]=[CH:13][C:12]([S:15]([NH2:18])(=[O:17])=[O:16])=[CH:11][C:10]=2[N+:19]([O-:21])=[O:20])[CH2:2]1.C(O[C:25]1(O[Si](C)(C)C)[CH2:27][CH2:26]1)C.C([BH3-])#N.[Na+]. Given the product [CH:25]1([N:1]2[CH2:6][CH2:5][O:4][CH:3]([CH2:7][NH:8][C:9]3[CH:14]=[CH:13][C:12]([S:15]([NH2:18])(=[O:16])=[O:17])=[CH:11][C:10]=3[N+:19]([O-:21])=[O:20])[CH2:2]2)[CH2:27][CH2:26]1, predict the reactants needed to synthesize it.